From a dataset of Full USPTO retrosynthesis dataset with 1.9M reactions from patents (1976-2016). Predict the reactants needed to synthesize the given product. (1) Given the product [CH3:41][N:36]([CH3:35])[CH:37]([CH3:38])[CH2:42][NH:45][C:2]1[N:10]=[C:9]2[C:5]([N:6]=[CH:7][N:8]2[CH2:11][CH2:12][C:13]2[CH:18]=[CH:17][CH:16]=[C:15]([OH:19])[CH:14]=2)=[C:4]([NH:20][C:21]2[CH:26]=[CH:25][C:24]([C:27]([P:31](=[O:34])([OH:33])[OH:32])([OH:30])[PH2:28]=[O:29])=[CH:23][CH:22]=2)[N:3]=1, predict the reactants needed to synthesize it. The reactants are: F[C:2]1[N:10]=[C:9]2[C:5]([N:6]=[CH:7][N:8]2[CH2:11][CH2:12][C:13]2[CH:18]=[CH:17][CH:16]=[C:15]([OH:19])[CH:14]=2)=[C:4]([NH:20][C:21]2[CH:26]=[CH:25][C:24]([C:27]([P:31](=[O:34])([OH:33])[OH:32])([OH:30])[PH2:28]=[O:29])=[CH:23][CH:22]=2)[N:3]=1.[CH3:35][N:36]([CH3:41])[CH2:37][CH2:38]CN.[CH:42]([N:45](CC)C(C)C)(C)C. (2) Given the product [O:26]=[C:25]1[NH:11][C:2]2[CH2:3][CH2:4][CH2:5][CH2:6][CH2:7][CH2:8][C:1]=2[CH:18]=[C:20]1[C:21]([O:23][CH3:24])=[O:22], predict the reactants needed to synthesize it. The reactants are: [C:1]1(=O)[CH2:8][CH2:7][CH2:6][CH2:5][CH2:4][CH2:3][CH2:2]1.C[N:11](C(OC)OC)C.[C:18]([CH2:20][C:21]([O:23][CH3:24])=[O:22])#N.[CH3:25][OH:26]. (3) Given the product [F:1][C:2]1[CH:3]=[C:4]([NH:5][C:11]2[C:12](=[O:25])[NH:13][C:14](=[O:24])[C:15]=2[C:16]2[CH:21]=[CH:20][CH:19]=[C:18]([F:22])[C:17]=2[F:23])[CH:6]=[C:7]([F:9])[CH:8]=1, predict the reactants needed to synthesize it. The reactants are: [F:1][C:2]1[CH:3]=[C:4]([CH:6]=[C:7]([F:9])[CH:8]=1)[NH2:5].Cl[C:11]1[C:12](=[O:25])[NH:13][C:14](=[O:24])[C:15]=1[C:16]1[CH:21]=[CH:20][CH:19]=[C:18]([F:22])[C:17]=1[F:23].Cl. (4) Given the product [NH2:1][CH:4]([CH3:13])[CH:5]([C:7]1[CH:8]=[N:9][CH:10]=[CH:11][CH:12]=1)[OH:6], predict the reactants needed to synthesize it. The reactants are: [N+:1]([CH:4]([CH2:13]C)[CH:5]([C:7]1[CH:8]=[N:9][CH:10]=[CH:11][CH:12]=1)[OH:6])([O-])=O.